This data is from Full USPTO retrosynthesis dataset with 1.9M reactions from patents (1976-2016). The task is: Predict the reactants needed to synthesize the given product. (1) Given the product [F:21][C:18]1[CH:19]=[CH:20][C:15]([C:14]2[C:10]3[CH:9]=[CH:8][C:7]([O:6][CH2:5][CH2:4][CH2:3][CH2:2][N:23]([CH2:27][CH2:28][OH:29])[CH2:24][CH2:25][OH:26])=[CH:22][C:11]=3[S:12][CH:13]=2)=[CH:16][CH:17]=1, predict the reactants needed to synthesize it. The reactants are: Br[CH2:2][CH2:3][CH2:4][CH2:5][O:6][C:7]1[CH:8]=[CH:9][C:10]2[C:14]([C:15]3[CH:20]=[CH:19][C:18]([F:21])=[CH:17][CH:16]=3)=[CH:13][S:12][C:11]=2[CH:22]=1.[NH:23]([CH2:27][CH2:28][OH:29])[CH2:24][CH2:25][OH:26]. (2) Given the product [C:11]1([C:2]2[CH:3]=[C:4]([OH:10])[C:5](=[CH:8][CH:9]=2)[CH:6]=[O:7])[CH:16]=[CH:15][CH:14]=[CH:13][CH:12]=1, predict the reactants needed to synthesize it. The reactants are: Br[C:2]1[CH:3]=[C:4]([OH:10])[C:5](=[CH:8][CH:9]=1)[CH:6]=[O:7].[C:11]1(B(O)O)[CH:16]=[CH:15][CH:14]=[CH:13][CH:12]=1.C([O-])([O-])=O.[K+].[K+]. (3) Given the product [Cl:1][CH2:2][C:3]1[N:14]=[C:12]2[CH:11]=[CH:10][CH:9]=[C:8]([CH3:7])[N:13]2[CH:5]=1, predict the reactants needed to synthesize it. The reactants are: [Cl:1][CH2:2][C:3]([CH2:5]Cl)=O.[CH3:7][C:8]1[N:13]=[C:12]([NH2:14])[CH:11]=[CH:10][CH:9]=1. (4) Given the product [CH:1]1[CH:6]=[CH:5][C:4]([CH:7]([S+:14]([O-:15])[CH2:16][C:17]([NH2:21])=[O:19])[C:8]2[CH:13]=[CH:12][CH:11]=[CH:10][CH:9]=2)=[CH:3][CH:2]=1, predict the reactants needed to synthesize it. The reactants are: [CH:1]1[CH:6]=[CH:5][C:4]([CH:7]([S:14]([CH2:16][C:17]([OH:19])=O)=[O:15])[C:8]2[CH:13]=[CH:12][CH:11]=[CH:10][CH:9]=2)=[CH:3][CH:2]=1.Cl.[NH4+:21].[Cl-].[NH4+].[OH-]. (5) Given the product [CH2:1]([O:3][C:4](=[O:19])[CH:5]([O:16][CH2:17][CH3:18])[CH2:6][C:7]1[CH:15]=[CH:14][CH:13]=[C:12]2[C:8]=1[CH:9]=[CH:10][N:11]2[CH2:34][CH2:33][CH2:32][C:22]1[N:23]=[C:24]([C:26]2[CH:31]=[CH:30][CH:29]=[CH:28][CH:27]=2)[O:25][C:21]=1[CH3:20])[CH3:2], predict the reactants needed to synthesize it. The reactants are: [CH2:1]([O:3][C:4](=[O:19])[CH:5]([O:16][CH2:17][CH3:18])[CH2:6][C:7]1[CH:15]=[CH:14][CH:13]=[C:12]2[C:8]=1[CH:9]=[CH:10][NH:11]2)[CH3:2].[CH3:20][C:21]1[O:25][C:24]([C:26]2[CH:31]=[CH:30][CH:29]=[CH:28][CH:27]=2)=[N:23][C:22]=1[CH2:32][CH2:33][CH2:34]OS(C)(=O)=O.[H-].[Na+]. (6) Given the product [Cl:1][C:2]1[CH:3]=[C:4]([N:13]([CH2:23][C:24]2[CH:29]=[CH:28][C:27]([O:30][CH3:31])=[CH:26][CH:25]=2)[C:14]2[CH:15]=[C:16]([CH:20]=[CH:21][CH:22]=2)[C:17]([NH:36][CH2:35][CH2:34][N:33]([CH3:37])[CH3:32])=[O:19])[C:5]2[N:6]([C:8]([C:11]#[N:12])=[CH:9][N:10]=2)[N:7]=1, predict the reactants needed to synthesize it. The reactants are: [Cl:1][C:2]1[CH:3]=[C:4]([N:13]([CH2:23][C:24]2[CH:29]=[CH:28][C:27]([O:30][CH3:31])=[CH:26][CH:25]=2)[C:14]2[CH:15]=[C:16]([CH:20]=[CH:21][CH:22]=2)[C:17]([OH:19])=O)[C:5]2[N:6]([C:8]([C:11]#[N:12])=[CH:9][N:10]=2)[N:7]=1.[CH3:32][N:33]([CH3:37])[CH2:34][CH2:35][NH2:36].F[P-](F)(F)(F)(F)F.N1(O[P+](N(C)C)(N(C)C)N(C)C)C2C=CC=CC=2N=N1.